Dataset: Full USPTO retrosynthesis dataset with 1.9M reactions from patents (1976-2016). Task: Predict the reactants needed to synthesize the given product. (1) The reactants are: COC[O:4][C:5](=[O:14])[C:6]([CH3:13])([CH3:12])[CH2:7][O:8][CH2:9][O:10][CH3:11].CO.[OH-].[Na+].Cl. Given the product [CH3:11][O:10][CH2:9][O:8][CH2:7][C:6]([CH3:13])([CH3:12])[C:5]([OH:14])=[O:4], predict the reactants needed to synthesize it. (2) Given the product [I:16][C:1]1[C:6]2[C:7](=[CH:12][CH:13]=[CH:14][CH:15]=2)[C:8](=[O:10])[O:9][C:2]=1[CH2:3][CH2:4][CH3:5], predict the reactants needed to synthesize it. The reactants are: [C:1]([C:6]1[CH:15]=[CH:14][CH:13]=[CH:12][C:7]=1[C:8]([O:10]C)=[O:9])#[C:2][CH2:3][CH2:4][CH3:5].[I:16]I.C(=O)(O)[O-].[Na+]. (3) Given the product [CH2:1]([O:3][C:4]([C:6]1[N:11]=[C:10]2[N:12]([C:16]3[CH:21]=[C:20]([S:22]([N:25]4[C:31]5[CH:32]=[CH:33][CH:34]=[CH:35][C:30]=5[CH2:29][CH2:28][CH2:27][CH2:26]4)(=[O:23])=[O:24])[C:19]([O:36][CH2:37][CH2:38][OH:39])=[CH:18][C:17]=3[F:47])[C:13](=[O:15])[NH:14][C:9]2=[C:8]([CH3:48])[CH:7]=1)=[O:5])[CH3:2], predict the reactants needed to synthesize it. The reactants are: [CH2:1]([O:3][C:4]([C:6]1[N:11]=[C:10]2[N:12]([C:16]3[CH:21]=[C:20]([S:22]([N:25]4[C:31]5[CH:32]=[CH:33][CH:34]=[CH:35][C:30]=5[CH2:29][CH2:28][CH2:27][CH2:26]4)(=[O:24])=[O:23])[C:19]([O:36][CH2:37][CH2:38][O:39][Si](C(C)(C)C)(C)C)=[CH:18][C:17]=3[F:47])[C:13](=[O:15])[NH:14][C:9]2=[C:8]([CH3:48])[CH:7]=1)=[O:5])[CH3:2].[Si](OCCOC1C(S(N2C3C=CC=CC=3CCCC2)(=O)=O)=CC(N)=C(F)C=1)(C(C)(C)C)(C)C.[F-].C([N+](CCCC)(CCCC)CCCC)CCC.Cl. (4) Given the product [CH3:35][N:32]1[CH2:33][CH2:34][N:29]([C:14]2[N:15]=[C:16]([O:8][CH2:7][C:3]3[CH:2]=[N:1][CH:6]=[CH:5][CH:4]=3)[C:17]([S:18][C:19]3[CH:20]=[C:21]([NH:25][C:26](=[O:28])[CH3:27])[CH:22]=[CH:23][CH:24]=3)=[CH:12][N:13]=2)[CH2:30][CH2:31]1, predict the reactants needed to synthesize it. The reactants are: [N:1]1[CH:6]=[CH:5][CH:4]=[C:3]([CH2:7][OH:8])[CH:2]=1.[H-].[Na+].Cl[C:12]1[C:17]([S:18][C:19]2[CH:20]=[C:21]([NH:25][C:26](=[O:28])[CH3:27])[CH:22]=[CH:23][CH:24]=2)=[CH:16][N:15]=[C:14]([N:29]2[CH2:34][CH2:33][N:32]([CH3:35])[CH2:31][CH2:30]2)[N:13]=1.CO. (5) Given the product [CH3:1][O:2][CH2:3][O:4][CH2:5][CH2:6][CH2:7][CH2:8][CH2:9][CH2:10][CH2:11][CH2:12][CH2:13][CH2:14][CH2:15][SiH3:16], predict the reactants needed to synthesize it. The reactants are: [CH3:1][O:2][CH2:3][O:4][CH2:5][CH2:6][CH2:7][CH2:8][CH2:9][CH2:10][CH2:11][CH2:12][CH2:13][CH2:14][CH2:15][Si:16](OCC)(OCC)OCC.[H-].[H-].[H-].[H-].[Li+].[Al+3]. (6) Given the product [CH3:41][O:40][C:37]1[CH:38]=[CH:39][C:23]([C:21](=[O:22])[C:20]2[CH:19]=[CH:18][C:17]([O:15][CH2:14][CH2:13][C:3]3[N:4]=[C:5]([C:7]4[CH:12]=[CH:11][CH:10]=[CH:9][CH:8]=4)[O:6][C:2]=3[CH3:1])=[CH:43][CH:42]=2)=[C:24]([CH:36]=1)[O:25][C:26]([CH3:35])([CH3:34])[C:27]([OH:29])=[O:28], predict the reactants needed to synthesize it. The reactants are: [CH3:1][C:2]1[O:6][C:5]([C:7]2[CH:12]=[CH:11][CH:10]=[CH:9][CH:8]=2)=[N:4][C:3]=1[CH2:13][CH2:14][OH:15].O[C:17]1[CH:43]=[CH:42][C:20]([C:21]([C:23]2[CH:39]=[CH:38][C:37]([O:40][CH3:41])=[CH:36][C:24]=2[O:25][C:26]([CH3:35])([CH3:34])[C:27]([O:29]C(C)(C)C)=[O:28])=[O:22])=[CH:19][CH:18]=1.C1(P(C2C=CC=CC=2)C2C=CC=CC=2)C=CC=CC=1.N(C(OCC)=O)=NC(OCC)=O. (7) Given the product [Cl:1][C:2]1[CH:3]=[C:4]2[C:8](=[CH:9][CH:10]=1)[NH:7][CH:6]=[C:5]2[CH2:11][CH2:12][NH:13][C:14]([C:15]1[CH:20]=[CH:19][C:18]([C:26]2[CH:27]=[CH:28][C:29]([CH3:30])=[C:24]([CH3:23])[CH:25]=2)=[CH:17][CH:16]=1)=[O:22], predict the reactants needed to synthesize it. The reactants are: [Cl:1][C:2]1[CH:3]=[C:4]2[C:8](=[CH:9][CH:10]=1)[NH:7][CH:6]=[C:5]2[CH2:11][CH2:12][NH:13][C:14](=[O:22])[C:15]1[CH:20]=[CH:19][C:18](I)=[CH:17][CH:16]=1.[CH3:23][C:24]1[CH:25]=[C:26](B(O)O)[CH:27]=[CH:28][C:29]=1[CH3:30].C(=O)([O-])[O-].[Na+].[Na+]. (8) The reactants are: [F:1][C:2]1[CH:15]=[CH:14][C:5]([CH2:6][CH:7]([C:11](=O)[CH3:12])[C:8](=O)[CH3:9])=[CH:4][C:3]=1[O:16][C:17]([F:20])([F:19])[F:18].[NH2:21][C:22]1[NH:26][N:25]=[C:24](C)[C:23]=1[C:28]([O:30]CC)=[O:29].Cl.[OH-].[K+]. Given the product [F:1][C:2]1[CH:15]=[CH:14][C:5]([CH2:6][C:7]2[C:11]([CH3:12])=[N:21][C:22]3[N:26]([N:25]=[CH:24][C:23]=3[C:28]([OH:30])=[O:29])[C:8]=2[CH3:9])=[CH:4][C:3]=1[O:16][C:17]([F:20])([F:19])[F:18], predict the reactants needed to synthesize it.